From a dataset of Catalyst prediction with 721,799 reactions and 888 catalyst types from USPTO. Predict which catalyst facilitates the given reaction. (1) Reactant: [Cl:1][C:2]1[CH:7]=[CH:6][C:5]([CH2:8][C@@H:9]([NH:39]C(=O)OC(C)(C)C)[C:10]([N:12]2[CH2:17][CH2:16][CH:15]([N:18]3[N:27]=[C:26]([C:28]4[CH:33]=[CH:32][C:31]([O:34][CH3:35])=[C:30]([O:36][CH3:37])[CH:29]=4)[C@@H:25]4[C@@H:20]([CH2:21][CH2:22][CH2:23][CH2:24]4)[C:19]3=[O:38])[CH2:14][CH2:13]2)=[O:11])=[CH:4][CH:3]=1.Cl. Product: [NH2:39][C@H:9]([CH2:8][C:5]1[CH:4]=[CH:3][C:2]([Cl:1])=[CH:7][CH:6]=1)[C:10]([N:12]1[CH2:13][CH2:14][CH:15]([N:18]2[N:27]=[C:26]([C:28]3[CH:33]=[CH:32][C:31]([O:34][CH3:35])=[C:30]([O:36][CH3:37])[CH:29]=3)[C@@H:25]3[C@@H:20]([CH2:21][CH2:22][CH2:23][CH2:24]3)[C:19]2=[O:38])[CH2:16][CH2:17]1)=[O:11]. The catalyst class is: 1. (2) Reactant: [Cl:1][C:2]1[CH:19]=[CH:18][C:17]([C:20]([F:23])([F:22])[F:21])=[CH:16][C:3]=1[C:4]([NH:6][C@H:7]1[CH2:12][CH2:11][C@H:10]([C@@H:13]([OH:15])[CH3:14])[CH2:9][CH2:8]1)=[O:5].CCN(C(C)C)C(C)C. Product: [C:13]([C@H:10]1[CH2:11][CH2:12][C@H:7]([NH:6][C:4](=[O:5])[C:3]2[CH:16]=[C:17]([C:20]([F:21])([F:22])[F:23])[CH:18]=[CH:19][C:2]=2[Cl:1])[CH2:8][CH2:9]1)(=[O:15])[CH3:14]. The catalyst class is: 583. (3) Reactant: [Br:1][C:2]1[CH:3]=[C:4]2[C:9](=[CH:10][CH:11]=1)[CH:8]=[C:7]([OH:12])[CH:6]=[CH:5]2.N1C=CN=C1.[C:18]([Si:22](Cl)([CH3:24])[CH3:23])([CH3:21])([CH3:20])[CH3:19].CCCCCC. Product: [Br:1][C:2]1[CH:3]=[C:4]2[C:9](=[CH:10][CH:11]=1)[CH:8]=[C:7]([O:12][Si:22]([C:18]([CH3:21])([CH3:20])[CH3:19])([CH3:24])[CH3:23])[CH:6]=[CH:5]2. The catalyst class is: 9.